This data is from Experimentally validated miRNA-target interactions with 360,000+ pairs, plus equal number of negative samples. The task is: Binary Classification. Given a miRNA mature sequence and a target amino acid sequence, predict their likelihood of interaction. (1) The miRNA is hsa-miR-6854-3p with sequence UGCGUUUCUCCUCUUGAGCAG. The protein sequence of the target gene is MAGKKVCIVGSGNWGSAIAKIVGSNAGRLAHFDPRVTMWVFEEDIGGRKLTEIINTQHENVKYLPGHKLPPNVVAIPDVVQAATGADILVFVVPHQFIGKICDQLKGHLKANTIGISLIKGVDEGPNGLKLISEVIGERLGIPMSVLMGANIASEVAEEKFCETTIGCKDPAQGQLLKDLMQTPNFRITVVQEVDTVEICGALKNIVAVGAGFCDGLGFGDNTKAAVIRLGLMEMIAFAKLFCSGTVSSATFLESCGVADLITTCYGGRNRKVAEAFARTGKSIEQLEKEMLNGQKLQGP.... Result: 0 (no interaction). (2) The miRNA is ath-miR775 with sequence UUCGAUGUCUAGCAGUGCCA. The protein sequence of the target gene is MSALRRSGYGPSDGPSYGRYYGPGGGDVPVHVPPPLYPPLRPEPPQPPVSWRGRGGAPAETTWPGEGAGGDGYYPSGGAWAEASRAGGGHQEQPPYPGYNSNYWNSVRPRAPYPGSYSVRPELQGQSLNSYANGAYGPPYPPGPGASTASYSGAYYVPGYTQSNYSTEVPNTYRSPGNSPTPMSRWMYSQQDCPTEAPPLRGQVPGYPASQNPGMTLPHYPYGDGNRAVPQSGGTGRPQDDAWASSAYGMGARYPWPSAAPSAPSAGSLYMTESASPWPGNSSPQPPPSPPPQQPKDPSY.... Result: 0 (no interaction). (3) The protein sequence of the target gene is MPRFALTVIRHGETRLNKEKIIQGQGVDAPLSETGFRQAAAAGQFLSNVQFTHAFSSDLTRTKQTIHGILEKSRFCKDMAVKYDSRLRERMYGVAEGKPLSELRAMAKAAGEECPMFTPPGGETVEQVKMRGKDFFDFICQLILGKAGQRESVLPGAPGSGLESSLAEVFPVGKHGSLGANPKGGTLGLAASILVVSHGAYMRSLFGYFLSDLRCSLPGARDKLELSSITPNTGISVFIIDCEEARQPSIQCVCMNLQEHLNGVTEKQH. Result: 0 (no interaction). The miRNA is hsa-miR-222-3p with sequence AGCUACAUCUGGCUACUGGGU.